From a dataset of Forward reaction prediction with 1.9M reactions from USPTO patents (1976-2016). Predict the product of the given reaction. Given the reactants [NH2:1][C:2]1[CH:15]=[C:14]([C:16]([F:19])([F:18])[F:17])[C:13]([N+:20]([O-])=O)=[CH:12][C:3]=1[C:4]([N:6]([S:8]([CH3:11])(=[O:10])=[O:9])[NH2:7])=[O:5].O.O.[Sn](Cl)Cl.N, predict the reaction product. The product is: [NH2:1][C:2]1[CH:15]=[C:14]([C:16]([F:19])([F:17])[F:18])[C:13]([NH2:20])=[CH:12][C:3]=1[C:4]([N:6]([S:8]([CH3:11])(=[O:10])=[O:9])[NH2:7])=[O:5].